From a dataset of Full USPTO retrosynthesis dataset with 1.9M reactions from patents (1976-2016). Predict the reactants needed to synthesize the given product. (1) Given the product [Cl:20][C:19]1[CH:18]=[CH:17][C:4]([C:5]([N:7]([C:9]2[CH:14]=[CH:13][CH:12]=[CH:11][C:10]=2[O:15][CH3:16])[CH3:8])=[O:6])=[CH:3][C:2]=1[B:21]1[O:25][C:24]([CH3:27])([CH3:26])[C:23]([CH3:29])([CH3:28])[O:22]1, predict the reactants needed to synthesize it. The reactants are: Br[C:2]1[CH:3]=[C:4]([CH:17]=[CH:18][C:19]=1[Cl:20])[C:5]([N:7]([C:9]1[CH:14]=[CH:13][CH:12]=[CH:11][C:10]=1[O:15][CH3:16])[CH3:8])=[O:6].[B:21]1([B:21]2[O:25][C:24]([CH3:27])([CH3:26])[C:23]([CH3:29])([CH3:28])[O:22]2)[O:25][C:24]([CH3:27])([CH3:26])[C:23]([CH3:29])([CH3:28])[O:22]1.C([O-])(=O)C.[K+].C(Cl)Cl. (2) Given the product [CH3:5][C:2]([C:6]1[N:7]=[C:8]([C:11]2[CH:16]=[CH:15][CH:14]=[CH:13][CH:12]=2)[O:9][CH:10]=1)([CH3:1])[CH2:3][NH:4][C:27](=[O:28])[C:26]1[CH:30]=[CH:31][CH:32]=[C:24]([C:21]2[N:20]=[C:19]([C:18]([F:34])([F:33])[F:17])[O:23][N:22]=2)[CH:25]=1, predict the reactants needed to synthesize it. The reactants are: [CH3:1][C:2]([C:6]1[N:7]=[C:8]([C:11]2[CH:16]=[CH:15][CH:14]=[CH:13][CH:12]=2)[O:9][CH:10]=1)([CH3:5])[CH2:3][NH2:4].[F:17][C:18]([F:34])([F:33])[C:19]1[O:23][N:22]=[C:21]([C:24]2[CH:25]=[C:26]([CH:30]=[CH:31][CH:32]=2)[C:27](O)=[O:28])[N:20]=1. (3) Given the product [CH3:1][O:2][C:3]([C:4]1[CH:5]=[CH:6][C:7]2[NH:10][C:11]3[C:12]([C:8]=2[CH:9]=1)=[CH:13][CH:14]=[CH:15][CH:16]=3)=[O:17], predict the reactants needed to synthesize it. The reactants are: [CH3:1][O:2][C:3](=[O:17])[C:4]1[CH:9]=[CH:8][C:7]([NH:10][C:11]2[CH:16]=[CH:15][CH:14]=[CH:13][CH:12]=2)=[CH:6][CH:5]=1. (4) Given the product [Cl:26][C:27]1[CH:28]=[C:29]([CH:30]=[CH:31][CH:32]=1)[C:33](=[S:34])[NH:24][NH2:25], predict the reactants needed to synthesize it. The reactants are: ClC1C=C([Mg]Br)C=CC=1.C(=S)=S.ClCC(O)=O.C(=O)(O)[O-].[Na+].Cl.[NH2:24][NH2:25].[Cl:26][C:27]1[CH:28]=[C:29]([C:33](OCC(O)=O)=[S:34])[CH:30]=[CH:31][CH:32]=1. (5) Given the product [CH3:31][C:19]1[CH:18]=[C:17]([NH:16][C:9]2[C:8]3[C:13](=[CH:14][CH:15]=[C:6]([O:5][CH:3]4[CH2:2][N:1]([C:36](=[O:35])[CH2:37][OH:38])[CH2:4]4)[CH:7]=3)[N:12]=[CH:11][N:10]=2)[CH:22]=[CH:21][C:20]=1[O:23][C:24]1[CH:25]=[N:26][C:27]([CH3:30])=[CH:28][CH:29]=1, predict the reactants needed to synthesize it. The reactants are: [NH:1]1[CH2:4][CH:3]([O:5][C:6]2[CH:7]=[C:8]3[C:13](=[CH:14][CH:15]=2)[N:12]=[CH:11][N:10]=[C:9]3[NH:16][C:17]2[CH:22]=[CH:21][C:20]([O:23][C:24]3[CH:25]=[N:26][C:27]([CH3:30])=[CH:28][CH:29]=3)=[C:19]([CH3:31])[CH:18]=2)[CH2:2]1.C([O:35][CH2:36][C:37](Cl)=[O:38])(=O)C. (6) The reactants are: [F:1][CH2:2][CH:3]1[CH2:8][CH2:7][N:6]([C:9]([N:11]2[CH2:17][C:16]3[CH:18]=[C:19](B(O)O)[CH:20]=[CH:21][C:15]=3[O:14][CH2:13][CH2:12]2)=[O:10])[CH2:5][CH2:4]1.Br[C:26]1[CH:27]=[CH:28][C:29]2[N:33]=[C:32]([NH:34][C:35](=[O:37])[CH3:36])[NH:31][C:30]=2[CH:38]=1.O1CCOCC1.CCN(C(C)C)C(C)C. Given the product [F:1][CH2:2][CH:3]1[CH2:8][CH2:7][N:6]([C:9]([N:11]2[CH2:17][C:16]3[CH:18]=[C:19]([C:26]4[CH:27]=[CH:28][C:29]5[NH:33][C:32]([NH:34][C:35](=[O:37])[CH3:36])=[N:31][C:30]=5[CH:38]=4)[CH:20]=[CH:21][C:15]=3[O:14][CH2:13][CH2:12]2)=[O:10])[CH2:5][CH2:4]1, predict the reactants needed to synthesize it. (7) The reactants are: [N+:1]([C:4]1[N:5]=[C:6]2[N:10]([CH:11]=1)[CH2:9][C@H:8]([CH2:12][N:13]1[CH2:18][CH2:17][N:16]([C:19](OC(C)(C)C)=O)[CH2:15][CH2:14]1)[O:7]2)([O-:3])=[O:2].FC(F)(F)C(O)=O.C(N(CC)CC)C.[F:40][C:41]([F:51])([F:50])[C:42]1[CH:49]=[CH:48][C:45](C=O)=[CH:44][CH:43]=1.[B-]C#N.[Na+].C(O)(=O)C. Given the product [N+:1]([C:4]1[N:5]=[C:6]2[N:10]([CH:11]=1)[CH2:9][C@H:8]([CH2:12][N:13]1[CH2:14][CH2:15][N:16]([CH2:19][C:45]3[CH:48]=[CH:49][C:42]([C:41]([F:51])([F:50])[F:40])=[CH:43][CH:44]=3)[CH2:17][CH2:18]1)[O:7]2)([O-:3])=[O:2], predict the reactants needed to synthesize it. (8) Given the product [S:27]1[C:28]2[CH:29]=[CH:21][CH:22]=[CH:23][C:24]=2[C:25]([CH2:20][NH:19][C:14]2[N:13]=[C:12]([NH:11][C:5]3[CH:6]=[CH:7][CH:8]=[C:3]([OH:2])[CH:4]=3)[C:17]([F:18])=[CH:16][N:15]=2)=[CH:31]1, predict the reactants needed to synthesize it. The reactants are: C1CO[C:8]2[CH:7]=[CH:6][C:5]([NH:11][C:12]3[C:17]([F:18])=[CH:16][N:15]=[C:14]([NH:19][C:20]4[CH:25]=[CH:24][CH:23]=[C:22](O)[CH:21]=4)[N:13]=3)=[CH:4][C:3]=2[O:2]1.[S:27]1[C:31]2C=CC=CC=2[C:29](CN)=[CH:28]1.